From a dataset of Peptide-MHC class I binding affinity with 185,985 pairs from IEDB/IMGT. Regression. Given a peptide amino acid sequence and an MHC pseudo amino acid sequence, predict their binding affinity value. This is MHC class I binding data. (1) The peptide sequence is IMAAILAYT. The MHC is HLA-A02:17 with pseudo-sequence HLA-A02:17. The binding affinity (normalized) is 0.228. (2) The peptide sequence is IFIRTIYYH. The MHC is HLA-A24:03 with pseudo-sequence HLA-A24:03. The binding affinity (normalized) is 0.0847. (3) The peptide sequence is FQPVNGQFI. The MHC is H-2-Kb with pseudo-sequence H-2-Kb. The binding affinity (normalized) is 0.0352.